From a dataset of NCI-60 drug combinations with 297,098 pairs across 59 cell lines. Regression. Given two drug SMILES strings and cell line genomic features, predict the synergy score measuring deviation from expected non-interaction effect. Drug 1: COC1=NC(=NC2=C1N=CN2C3C(C(C(O3)CO)O)O)N. Drug 2: COCCOC1=C(C=C2C(=C1)C(=NC=N2)NC3=CC=CC(=C3)C#C)OCCOC.Cl. Cell line: RXF 393. Synergy scores: CSS=-2.03, Synergy_ZIP=1.04, Synergy_Bliss=-1.56, Synergy_Loewe=-3.09, Synergy_HSA=-4.27.